From a dataset of Forward reaction prediction with 1.9M reactions from USPTO patents (1976-2016). Predict the product of the given reaction. (1) The product is: [C:12]([C:8]1[N:9]([C:15]([O:17][C:18]([CH3:21])([CH3:20])[CH3:19])=[O:16])[C:10]2[C:6]([CH:7]=1)=[CH:5][C:4]([CH3:14])=[C:3]([O:2][CH3:1])[CH:11]=2)#[N:13]. Given the reactants [CH3:1][O:2][C:3]1[CH:11]=[C:10]2[C:6]([CH:7]=[C:8]([C:12]#[N:13])[NH:9]2)=[CH:5][C:4]=1[CH3:14].[C:15](O[C:15]([O:17][C:18]([CH3:21])([CH3:20])[CH3:19])=[O:16])([O:17][C:18]([CH3:21])([CH3:20])[CH3:19])=[O:16], predict the reaction product. (2) Given the reactants [Cl:1][C:2]1[CH:10]=[CH:9][CH:8]=[C:7]2[C:3]=1[CH:4]=[CH:5][NH:6]2.[CH:11]([C:13]1[O:17][C:16]([C:18]([OH:20])=[O:19])=[CH:15][CH:14]=1)=O, predict the reaction product. The product is: [Cl:1][C:2]1[CH:10]=[CH:9][CH:8]=[C:7]2[C:3]=1[C:4]([CH:11]([C:4]1[C:3]3[C:7](=[CH:8][CH:9]=[CH:10][C:2]=3[Cl:1])[NH:6][CH:5]=1)[C:13]1[O:17][C:16]([C:18]([OH:20])=[O:19])=[CH:15][CH:14]=1)=[CH:5][NH:6]2. (3) Given the reactants [CH2:1]([NH:3][C:4]1[CH:9]=[C:8]([O:10][CH3:11])[CH:7]=[CH:6][C:5]=1[C@@H:12]1[CH2:21][CH2:20][C:19]2[CH:18]=[C:17]([O:22]C(=O)C(C)(C)C)[CH:16]=[CH:15][C:14]=2[CH2:13]1)[CH3:2].C(O[C:34]([N:36]1[CH2:41][CH2:40][CH:39]([C:42]2[CH:47]=[CH:46][C:45]([C:48](O)=O)=[CH:44][CH:43]=2)[CH2:38][CH2:37]1)=O)(C)(C)C, predict the reaction product. The product is: [CH2:1]([N:3]([CH2:48][C:45]1[CH:44]=[CH:43][C:42]([CH:39]2[CH2:38][CH2:37][N:36]([CH3:34])[CH2:41][CH2:40]2)=[CH:47][CH:46]=1)[C:4]1[CH:9]=[C:8]([O:10][CH3:11])[CH:7]=[CH:6][C:5]=1[C@@H:12]1[CH2:21][CH2:20][C:19]2[CH:18]=[C:17]([OH:22])[CH:16]=[CH:15][C:14]=2[CH2:13]1)[CH3:2]. (4) The product is: [Br:19][C:16]1[CH:15]=[CH:14][C:13]([C:12]2[O:11][N:10]=[C:9]([CH3:20])[C:8]=2[NH2:7])=[CH:18][CH:17]=1. Given the reactants C(OC(=O)[NH:7][C:8]1[C:9]([CH3:20])=[N:10][O:11][C:12]=1[C:13]1[CH:18]=[CH:17][C:16]([Br:19])=[CH:15][CH:14]=1)(C)(C)C.FC(F)(F)C(O)=O, predict the reaction product. (5) Given the reactants Br[C:2]1[CH:11]=[CH:10][C:9]2[N:8]=[CH:7][C:6]3[N:12]([CH3:24])[C:13](=[O:23])[N:14]([C:15]4[C:16]([CH3:22])=[N:17][N:18]([CH2:20][CH3:21])[CH:19]=4)[C:5]=3[C:4]=2[CH:3]=1.[CH2:25]([O:27][C:28]1[CH:29]=[C:30](B(O)O)[CH:31]=[CH:32][C:33]=1[O:34][CH3:35])[CH3:26], predict the reaction product. The product is: [CH2:25]([O:27][C:28]1[CH:29]=[C:30]([C:2]2[CH:11]=[CH:10][C:9]3[N:8]=[CH:7][C:6]4[N:12]([CH3:24])[C:13](=[O:23])[N:14]([C:15]5[C:16]([CH3:22])=[N:17][N:18]([CH2:20][CH3:21])[CH:19]=5)[C:5]=4[C:4]=3[CH:3]=2)[CH:31]=[CH:32][C:33]=1[O:34][CH3:35])[CH3:26]. (6) Given the reactants [H-].[Na+].[NH:3]1[C:11]2[C:6](=[CH:7][C:8]([C:12]([O:14][CH2:15][C:16]3[CH:21]=[CH:20][CH:19]=[CH:18][CH:17]=3)=[O:13])=[CH:9][CH:10]=2)[CH:5]=[CH:4]1.Br[CH2:23][C:24]([O:26][C:27]([CH3:30])([CH3:29])[CH3:28])=[O:25].O, predict the reaction product. The product is: [C:27]([O:26][C:24]([CH2:23][N:3]1[C:11]2[C:6](=[CH:7][C:8]([C:12]([O:14][CH2:15][C:16]3[CH:17]=[CH:18][CH:19]=[CH:20][CH:21]=3)=[O:13])=[CH:9][CH:10]=2)[CH:5]=[CH:4]1)=[O:25])([CH3:30])([CH3:29])[CH3:28]. (7) Given the reactants [CH2:1]([Li])[CH2:2][CH2:3][CH3:4].[CH2:6]1[CH2:14][O:13][C:12]2[C:8](=[CH:9][S:10][CH:11]=2)[O:7]1.[CH2:15]([Sn:19](Cl)([CH2:24][CH2:25][CH2:26][CH3:27])[CH2:20][CH2:21][CH2:22][CH3:23])[CH2:16][CH2:17][CH3:18].[F-].[Na+], predict the reaction product. The product is: [CH2:1]([Sn:19]([CH2:20][CH2:21][CH2:22][CH3:23])([CH2:15][CH2:16][CH2:17][CH3:18])[C:9]1[S:10][C:11]([Sn:19]([CH2:24][CH2:25][CH2:26][CH3:27])([CH2:20][CH2:21][CH2:22][CH3:23])[CH2:15][CH2:16][CH2:17][CH3:18])=[C:12]2[O:13][CH2:14][CH2:6][O:7][C:8]=12)[CH2:2][CH2:3][CH3:4].